This data is from Full USPTO retrosynthesis dataset with 1.9M reactions from patents (1976-2016). The task is: Predict the reactants needed to synthesize the given product. (1) Given the product [ClH:3].[ClH:31].[Cl:3][C:4]1[CH:5]=[C:6]([CH:14]=[CH:15][CH:16]=1)[CH2:7][N:8]1[CH2:9][CH2:10][N:11]([CH:18]([C:19]([C:21]2[CH:30]=[CH:29][C:28]3[C:23](=[CH:24][CH:25]=[C:26]([O:32][CH3:33])[C:27]=3[Cl:31])[CH:22]=2)=[O:20])[CH3:34])[CH2:12][CH2:13]1, predict the reactants needed to synthesize it. The reactants are: Cl.Cl.[Cl:3][C:4]1[CH:5]=[C:6]([CH:14]=[CH:15][CH:16]=1)[CH2:7][N:8]1[CH2:13][CH2:12][NH:11][CH2:10][CH2:9]1.Br[CH:18]([CH3:34])[C:19]([C:21]1[CH:30]=[CH:29][C:28]2[C:23](=[CH:24][CH:25]=[C:26]([O:32][CH3:33])[C:27]=2[Cl:31])[CH:22]=1)=[O:20].C([O-])([O-])=O.[K+].[K+]. (2) Given the product [Cl:46][C:47]1[C:55]([C:56]([F:57])([F:58])[F:59])=[CH:54][CH:53]=[CH:52][C:48]=1[C:12]([N:9]1[CH2:10][CH2:11][C:5]2[C:4]([C:19]3[N:23]([CH:24]4[CH2:29][CH2:28][CH2:27][CH2:26][O:25]4)[N:22]=[CH:21][CH:20]=3)=[N:3][C:2]([CH3:1])=[N:7][C:6]=2[CH2:8]1)=[O:14], predict the reactants needed to synthesize it. The reactants are: [CH3:1][C:2]1[N:3]=[C:4]([C:19]2[N:23]([CH:24]3[CH2:29][CH2:28][CH2:27][CH2:26][O:25]3)[N:22]=[CH:21][CH:20]=2)[C:5]2[CH2:11][CH2:10][N:9]([C:12]([O:14]C(C)(C)C)=O)[CH2:8][C:6]=2[N:7]=1.C(O)(C(F)(F)F)=O.CCN(C(C)C)C(C)C.[Cl:46][C:47]1[C:55]([C:56]([F:59])([F:58])[F:57])=[CH:54][CH:53]=[CH:52][C:48]=1C(O)=O.CN(C(ON1N=NC2C=CC=NC1=2)=[N+](C)C)C.F[P-](F)(F)(F)(F)F. (3) Given the product [NH2:10][C:11]1[S:12][CH2:4][C:3]2[CH:6]=[CH:7][CH:8]=[CH:9][C:2]=2[N:1]=1, predict the reactants needed to synthesize it. The reactants are: [NH2:1][C:2]1[CH:9]=[CH:8][CH:7]=[CH:6][C:3]=1[CH2:4]O.[NH2:10][C:11](N)=[S:12]. (4) Given the product [CH2:1]([CH2:21][C:9]([O:8][CH2:1][C:2]1[CH:3]=[CH:4][CH:5]=[CH:6][CH:7]=1)([CH3:20])[C:10]([OH:12])=[O:11])[C:2]1[CH:7]=[CH:6][CH:5]=[CH:4][CH:3]=1, predict the reactants needed to synthesize it. The reactants are: [CH2:1]([O:8][C:9]([CH3:21])([CH3:20])[C:10]([O:12]CC1C=CC=CC=1)=[O:11])[C:2]1[CH:7]=[CH:6][CH:5]=[CH:4][CH:3]=1.Cl. (5) Given the product [C:1]([CH2:3][C@H:4]([NH:7][C:8](=[O:14])[O:9][C:10]([CH3:11])([CH3:13])[CH3:12])[CH2:5][O:6][CH3:17])#[N:2], predict the reactants needed to synthesize it. The reactants are: [C:1]([CH2:3][C@H:4]([NH:7][C:8](=[O:14])[O:9][C:10]([CH3:13])([CH3:12])[CH3:11])[CH2:5][OH:6])#[N:2].[H-].[Na+].[CH3:17]I.O. (6) Given the product [C:21]1([C:26]2[CH:27]=[CH:28][CH:29]=[CH:30][CH:31]=2)[C:20]([C:18]([NH2:17])=[O:19])=[CH:25][CH:24]=[CH:23][CH:22]=1, predict the reactants needed to synthesize it. The reactants are: NC1N=C(CCOC2C=CC([NH:17][C:18]([C:20]3[C:21]([C:26]4[CH:31]=[CH:30][C:29](C(F)(F)F)=[CH:28][CH:27]=4)=[CH:22][CH:23]=[CH:24][CH:25]=3)=[O:19])=CC=2)C=CC=1.C(=O)(O)[O-].[Na+].OOS([O-])=O.[K+].